From a dataset of Forward reaction prediction with 1.9M reactions from USPTO patents (1976-2016). Predict the product of the given reaction. (1) The product is: [CH3:42][CH:41]([CH3:43])[CH2:40][CH2:39][N:33]([CH2:34][CH2:35][CH:36]([CH3:38])[CH3:37])[C:31]([C:29]1[CH:28]=[CH:27][C:26]2[N:44]=[C:12]([NH:11][C:8]3[CH:9]=[CH:10][C:5]([C:3]([O:2][CH3:1])=[O:4])=[CH:6][CH:7]=3)[N:24]([CH2:23][CH2:22][CH2:21][NH:20][C:19]([O:18][C:14]([CH3:17])([CH3:15])[CH3:16])=[O:45])[C:25]=2[CH:30]=1)=[O:32]. Given the reactants [CH3:1][O:2][C:3]([C:5]1[CH:10]=[CH:9][C:8]([N:11]=[C:12]=S)=[CH:7][CH:6]=1)=[O:4].[C:14]([O:18][C:19](=[O:45])[NH:20][CH2:21][CH2:22][CH2:23][NH:24][C:25]1[CH:30]=[C:29]([C:31]([N:33]([CH2:39][CH2:40][CH:41]([CH3:43])[CH3:42])[CH2:34][CH2:35][CH:36]([CH3:38])[CH3:37])=[O:32])[CH:28]=[CH:27][C:26]=1[NH2:44])([CH3:17])([CH3:16])[CH3:15], predict the reaction product. (2) Given the reactants CO[C:3](=[O:37])[C:4]1[CH:9]=[CH:8][C:7]([CH2:10][N:11]2[CH:16]=[CH:15][C:14]([C:17]3[C:26]4[C:21](=[CH:22][C:23]([O:32][CH3:33])=[C:24]5[O:29][C:28]([CH3:31])([CH3:30])[CH2:27][C:25]5=4)[CH2:20][C:19]([CH3:35])([CH3:34])[N:18]=3)=[CH:13][C:12]2=[O:36])=[CH:6][CH:5]=1.[NH2:38][CH2:39][CH2:40][OH:41], predict the reaction product. The product is: [OH:41][CH2:40][CH2:39][NH:38][C:3](=[O:37])[C:4]1[CH:5]=[CH:6][C:7]([CH2:10][N:11]2[CH:16]=[CH:15][C:14]([C:17]3[C:26]4[C:21](=[CH:22][C:23]([O:32][CH3:33])=[C:24]5[O:29][C:28]([CH3:31])([CH3:30])[CH2:27][C:25]5=4)[CH2:20][C:19]([CH3:35])([CH3:34])[N:18]=3)=[CH:13][C:12]2=[O:36])=[CH:8][CH:9]=1. (3) Given the reactants [F:1][C:2]1[C:3]([CH3:9])=[C:4]([CH:6]=[CH:7][CH:8]=1)[NH2:5].C1(CN)CCCCC1.[O:18]=[C:19]1[C:27]2([CH2:31][O:30][C:29]3[CH:32]=[C:33]4[C:37](=[CH:38][C:28]2=3)[CH2:36][CH2:35][O:34]4)[C:26]2[C:21](=[CH:22][CH:23]=[CH:24][CH:25]=2)[N:20]1[CH2:39][C:40]1[CH:48]=[CH:47][C:43]([C:44](O)=[O:45])=[CH:42][CH:41]=1.O=C1C2(COC3C=C4C(=CC2=3)CCO4)C2C(=CC=CC=2)N1CC1C=C(C=CC=1)C(O)=O, predict the reaction product. The product is: [F:1][C:2]1[C:3]([CH3:9])=[C:4]([NH:5][C:44](=[O:45])[C:43]2[CH:47]=[CH:48][C:40]([CH2:39][N:20]3[C:21]4[C:26](=[CH:25][CH:24]=[CH:23][CH:22]=4)[C:27]4([CH2:31][O:30][C:29]5[CH:32]=[C:33]6[C:37](=[CH:38][C:28]4=5)[CH2:36][CH2:35][O:34]6)[C:19]3=[O:18])=[CH:41][CH:42]=2)[CH:6]=[CH:7][CH:8]=1. (4) Given the reactants C(Cl)(=O)C(Cl)=O.CS(C)=O.[C:11]([O:15][C:16]([N:18]1[CH:26]2[CH:21]([CH:22]([OH:27])[CH2:23][CH2:24][CH2:25]2)[CH2:20][CH2:19]1)=[O:17])([CH3:14])([CH3:13])[CH3:12].C(N(CC)CC)C, predict the reaction product. The product is: [C:11]([O:15][C:16]([N:18]1[CH:26]2[CH:21]([C:22](=[O:27])[CH2:23][CH2:24][CH2:25]2)[CH2:20][CH2:19]1)=[O:17])([CH3:14])([CH3:12])[CH3:13]. (5) Given the reactants Br[C:2]1[CH:3]=[C:4]([Cl:28])[C:5]([CH:8]2[CH2:13][C:12]([CH3:27])([S:14]([C:17]3[CH:22]=[CH:21][CH:20]=[C:19]([C:23]([F:26])([F:25])[F:24])[CH:18]=3)(=[O:16])=[O:15])[CH2:11][CH2:10][O:9]2)=[N:6][CH:7]=1.[CH3:29][S:30]([O-:32])=[O:31].[Na+].[Na+].N1CCC[C@H]1C([O-])=O, predict the reaction product. The product is: [Cl:28][C:4]1[C:5]([CH:8]2[CH2:13][C:12]([CH3:27])([S:14]([C:17]3[CH:22]=[CH:21][CH:20]=[C:19]([C:23]([F:26])([F:25])[F:24])[CH:18]=3)(=[O:16])=[O:15])[CH2:11][CH2:10][O:9]2)=[N:6][CH:7]=[C:2]([S:30]([CH3:29])(=[O:32])=[O:31])[CH:3]=1. (6) Given the reactants [CH2:1]1[N:9]2[CH:4]([NH:5][S:6](=[O:16])(=[O:15])[C:7]3[CH:13]=[C:12]([OH:14])[CH:11]=[CH:10][C:8]=32)[CH2:3][CH2:2]1.[C:17]([C:20]1[CH:25]=[CH:24][C:23](B(O)O)=[CH:22][CH:21]=1)(=[O:19])[CH3:18].N1C=CC=CC=1, predict the reaction product. The product is: [O:16]=[S:6]1(=[O:15])[C:7]2[CH:13]=[C:12]([O:14][C:23]3[CH:24]=[CH:25][C:20]([C:17](=[O:19])[CH3:18])=[CH:21][CH:22]=3)[CH:11]=[CH:10][C:8]=2[N:9]2[CH2:1][CH2:2][CH2:3][CH:4]2[NH:5]1. (7) Given the reactants [Cl:1][C:2]1[CH:18]=[CH:17][C:5]([O:6][C:7]2[C:12]([F:13])=[CH:11][C:10]([CH2:14][OH:15])=[CH:9][C:8]=2[F:16])=[CH:4][C:3]=1[F:19].Cl[C:21]1[CH:31]=[C:25]2[N:26]([CH3:30])[CH2:27][CH2:28][CH2:29][N:24]2[C:23](=[O:32])[N:22]=1, predict the reaction product. The product is: [Cl:1][C:2]1[CH:18]=[CH:17][C:5]([O:6][C:7]2[C:12]([F:13])=[CH:11][C:10]([CH2:14][O:15][C:21]3[CH:31]=[C:25]4[N:26]([CH3:30])[CH2:27][CH2:28][CH2:29][N:24]4[C:23](=[O:32])[N:22]=3)=[CH:9][C:8]=2[F:16])=[CH:4][C:3]=1[F:19].